This data is from Full USPTO retrosynthesis dataset with 1.9M reactions from patents (1976-2016). The task is: Predict the reactants needed to synthesize the given product. (1) Given the product [Br:1][C:2]1[CH:14]=[CH:13][C:12]2[C:11]3[C:6](=[CH:7][C:8]([N:38]([C:39]4[CH:40]=[CH:41][CH:42]=[CH:43][CH:44]=4)[C:32]4[CH:37]=[CH:36][CH:35]=[CH:34][CH:33]=4)=[CH:9][CH:10]=3)[C:5]([CH2:24][CH:25]([CH2:30][CH3:31])[CH2:26][CH2:27][CH2:28][CH3:29])([CH2:16][CH:17]([CH2:22][CH3:23])[CH2:18][CH2:19][CH2:20][CH3:21])[C:4]=2[CH:3]=1, predict the reactants needed to synthesize it. The reactants are: [Br:1][C:2]1[CH:14]=[CH:13][C:12]2[C:11]3[C:6](=[CH:7][C:8](I)=[CH:9][CH:10]=3)[C:5]([CH2:24][CH:25]([CH2:30][CH3:31])[CH2:26][CH2:27][CH2:28][CH3:29])([CH2:16][CH:17]([CH2:22][CH3:23])[CH2:18][CH2:19][CH2:20][CH3:21])[C:4]=2[CH:3]=1.[C:32]1([NH:38][C:39]2[CH:44]=[CH:43][CH:42]=[CH:41][CH:40]=2)[CH:37]=[CH:36][CH:35]=[CH:34][CH:33]=1.C1OCCOCCOCCOCCOCCOC1.C([O-])([O-])=O.[K+].[K+]. (2) Given the product [CH2:19]([C:3]1([CH2:1][CH3:2])[CH2:8][O:7][C:6]2([O:9][CH2:10][C:11]3([CH2:16][CH2:15][CH:14]4[O:22][CH:13]4[CH2:12]3)[CH2:17][O:18]2)[O:5][CH2:4]1)[CH3:20], predict the reactants needed to synthesize it. The reactants are: [CH2:1]([C:3]1([CH2:19][CH3:20])[CH2:8][O:7][C:6]2([O:18][CH2:17][C:11]3([CH2:16][CH2:15][CH:14]=[CH:13][CH2:12]3)[CH2:10][O:9]2)[O:5][CH2:4]1)[CH3:2].C([O-])(O)=[O:22].[Na+].C1C=C(Cl)C=C(C(OO)=O)C=1. (3) Given the product [CH:1]1([N:4]2[CH2:9][C:8]3([CH2:10][CH2:11][N:12]([CH:15]([C:21]4[CH:22]=[CH:23][C:24]([C:27]5[CH:36]=[C:35]6[C:30]([CH:31]=[CH:32][CH:33]=[N:34]6)=[CH:29][CH:28]=5)=[CH:25][CH:26]=4)[CH2:16][C:17]([OH:19])=[O:18])[CH2:13][CH2:14]3)[O:7][CH2:6][C:5]2=[O:37])[CH2:3][CH2:2]1, predict the reactants needed to synthesize it. The reactants are: [CH:1]1([N:4]2[CH2:9][C:8]3([CH2:14][CH2:13][N:12]([CH:15]([C:21]4[CH:26]=[CH:25][C:24]([C:27]5[CH:36]=[C:35]6[C:30]([CH:31]=[CH:32][CH:33]=[N:34]6)=[CH:29][CH:28]=5)=[CH:23][CH:22]=4)[CH2:16][C:17]([O:19]C)=[O:18])[CH2:11][CH2:10]3)[O:7][CH2:6][C:5]2=[O:37])[CH2:3][CH2:2]1.[Li+].[OH-]. (4) The reactants are: [Na].[CH3:2][CH2:3][OH:4].[F:5][C:6]1[CH:16]=[CH:15][C:9]([O:10][CH2:11][CH:12]2[CH2:14][O:13]2)=[CH:8][CH:7]=1. Given the product [CH2:3]([O:4][CH2:14][CH:12]([OH:13])[CH2:11][O:10][C:9]1[CH:15]=[CH:16][C:6]([F:5])=[CH:7][CH:8]=1)[CH3:2], predict the reactants needed to synthesize it. (5) Given the product [C:25]([OH:31])([C:27]([F:30])([F:29])[F:28])=[O:26].[CH3:75][O:76][C:77]([NH:79][C@@H:80]([CH:84]([CH3:86])[CH3:85])[C:81]([N:32]1[CH2:36][CH2:35][CH2:34][C@H:33]1[C:37]1[NH:38][C:39]2[CH:45]=[CH:44][C:43]([C:46]3[CH:47]=[C:48]4[C:53]([CH:52]=[CH:51][C:50]([C:56]5[N:57]=[C:58]([C@@H:61]6[CH2:65][CH2:64][CH2:63][N:62]6[C:25]([C@@H:27]([NH:5][C:4](=[O:8])[O:88][CH3:87])[CH:72]([CH3:73])[CH3:74])=[O:31])[NH:59][CH:60]=5)=[CH:49]4)=[CH:54][CH:55]=3)=[CH:42][C:40]=2[N:41]=1)=[O:83])=[O:78], predict the reactants needed to synthesize it. The reactants are: CN([C:4]([O:8]N1N=NC2C=CC=NC1=2)=[N+:5](C)C)C.F[P-](F)(F)(F)(F)F.[C:25]([OH:31])([C:27]([F:30])([F:29])[F:28])=[O:26].[NH:32]1[CH2:36][CH2:35][CH2:34][C@H:33]1[C:37]1[NH:41][C:40]2[CH:42]=[C:43]([C:46]3[CH:55]=[CH:54][C:53]4[C:48](=[CH:49][C:50]([C:56]5[N:57]=[C:58]([C@@H:61]6[CH2:65][CH2:64][CH2:63][NH:62]6)[NH:59][CH:60]=5)=[CH:51][CH:52]=4)[CH:47]=3)[CH:44]=[CH:45][C:39]=2[N:38]=1.C(N([CH:72]([CH3:74])[CH3:73])CC)(C)C.[CH3:75][O:76][C:77]([NH:79][C@@H:80]([CH:84]([CH3:86])[CH3:85])[C:81]([OH:83])=O)=[O:78].[CH3:87][OH:88]. (6) Given the product [NH2:21][C:15]1[N:16]=[CH:17][C:18]([NH:20][C:4](=[O:6])[C:3]2[CH:7]=[C:8]([N+:11]([O-:13])=[O:12])[CH:9]=[CH:10][C:2]=2[CH3:1])=[CH:19][N:14]=1, predict the reactants needed to synthesize it. The reactants are: [CH3:1][C:2]1[CH:10]=[CH:9][C:8]([N+:11]([O-:13])=[O:12])=[CH:7][C:3]=1[C:4]([OH:6])=O.[N:14]1[CH:19]=[C:18]([NH2:20])[CH:17]=[N:16][C:15]=1[NH2:21].CCN(CC)CC. (7) Given the product [CH3:26][C:24]1[N:23]([CH2:27][C:28]2[CH:29]=[CH:30][C:31]([CH3:34])=[CH:32][CH:33]=2)[N:22]=[C:21]([C:19]2[O:18][N:17]=[C:16]([C:13]3[CH:14]=[CH:15][C:10]([O:4][CH2:3][C:2]([F:6])([F:5])[F:1])=[CH:11][CH:12]=3)[N:20]=2)[CH:25]=1, predict the reactants needed to synthesize it. The reactants are: [F:1][C:2]([F:6])([F:5])[CH2:3][OH:4].[H-].[Na+].I[C:10]1[CH:15]=[CH:14][C:13]([C:16]2[N:20]=[C:19]([C:21]3[CH:25]=[C:24]([CH3:26])[N:23]([CH2:27][C:28]4[CH:33]=[CH:32][C:31]([CH3:34])=[CH:30][CH:29]=4)[N:22]=3)[O:18][N:17]=2)=[CH:12][CH:11]=1.O. (8) Given the product [Cl:11][C:12]1[CH:13]=[CH:14][C:15]([N:30]2[C:31]([CH2:35][CH:36]([CH3:38])[CH3:37])=[CH:32][CH:33]=[C:34]2[CH:8]=[O:9])=[C:16]([C:18](=[O:19])[C:20]2[CH:25]=[CH:24][CH:23]=[C:22]([O:26][CH3:27])[C:21]=2[O:28][CH3:29])[CH:17]=1, predict the reactants needed to synthesize it. The reactants are: P(Cl)(Cl)(Cl)=O.CN(C)[CH:8]=[O:9].[Cl:11][C:12]1[CH:13]=[CH:14][C:15]([N:30]2[CH:34]=[CH:33][CH:32]=[C:31]2[CH2:35][CH:36]([CH3:38])[CH3:37])=[C:16]([C:18]([C:20]2[CH:25]=[CH:24][CH:23]=[C:22]([O:26][CH3:27])[C:21]=2[O:28][CH3:29])=[O:19])[CH:17]=1.C(=O)(O)[O-].[Na+].